This data is from Catalyst prediction with 721,799 reactions and 888 catalyst types from USPTO. The task is: Predict which catalyst facilitates the given reaction. (1) Reactant: [H-].[Na+].[CH3:3][CH:4]1[CH2:9][CH2:8][N:7]([C:10]([C:12]2[CH:20]=[CH:19][C:18]3[NH:17][C:16]4[CH2:21][CH2:22][N:23]([C:25]([O:27][C:28]([CH3:31])([CH3:30])[CH3:29])=[O:26])[CH2:24][C:15]=4[C:14]=3[CH:13]=2)=[O:11])[CH2:6][CH2:5]1.[CH3:32][CH:33]([S:35](Cl)(=[O:37])=[O:36])[CH3:34]. Product: [CH:33]([S:35]([N:17]1[C:18]2[CH:19]=[CH:20][C:12]([C:10]([N:7]3[CH2:8][CH2:9][CH:4]([CH3:3])[CH2:5][CH2:6]3)=[O:11])=[CH:13][C:14]=2[C:15]2[CH2:24][N:23]([C:25]([O:27][C:28]([CH3:30])([CH3:29])[CH3:31])=[O:26])[CH2:22][CH2:21][C:16]1=2)(=[O:37])=[O:36])([CH3:34])[CH3:32]. The catalyst class is: 3. (2) Reactant: [Cl:1][C:2]([Cl:40])([Cl:39])[CH2:3][O:4][C:5]([C@@H:7]1[CH2:12][CH2:11][CH2:10][N:9]([C:13](=[O:38])[C@@H:14]([NH:30][C:31](=[O:37])[C@@H:32]([NH2:36])[CH:33]([CH3:35])[CH3:34])[CH2:15][C:16]2[CH:21]=[CH:20][CH:19]=[C:18]([O:22][Si:23]([C:26]([CH3:29])([CH3:28])[CH3:27])([CH3:25])[CH3:24])[CH:17]=2)[NH:8]1)=[O:6].[C:41](O)(=[O:46])[CH2:42][CH2:43][CH:44]=[CH2:45].C(N(CC)C(C)C)(C)C.C[NH3+].F[P-](F)(F)(F)(F)F.N1(OC(N(C)C)=[N+](C)C)C2N=CC=CC=2N=N1.F[P-](F)(F)(F)(F)F. Product: [Cl:40][C:2]([Cl:1])([Cl:39])[CH2:3][O:4][C:5]([C@@H:7]1[CH2:12][CH2:11][CH2:10][N:9]([C:13](=[O:38])[C@@H:14]([NH:30][C:31](=[O:37])[C@@H:32]([NH:36][C:41](=[O:46])[CH2:42][CH2:43][CH:44]=[CH2:45])[CH:33]([CH3:35])[CH3:34])[CH2:15][C:16]2[CH:21]=[CH:20][CH:19]=[C:18]([O:22][Si:23]([C:26]([CH3:27])([CH3:28])[CH3:29])([CH3:25])[CH3:24])[CH:17]=2)[NH:8]1)=[O:6]. The catalyst class is: 10. (3) Reactant: [OH-].[Na+].[Cl:3][C:4]1[CH:35]=[CH:34][CH:33]=[CH:32][C:5]=1[CH2:6][O:7][C:8]1[CH:17]=[C:16]([C:18](=[O:30])[NH:19][C:20]2[S:21][C:22]([C:25]([O:27]CC)=[O:26])=[CH:23][N:24]=2)[C:15]2[C:10](=[CH:11][CH:12]=[C:13]([CH3:31])[CH:14]=2)[N:9]=1.Cl. Product: [Cl:3][C:4]1[CH:35]=[CH:34][CH:33]=[CH:32][C:5]=1[CH2:6][O:7][C:8]1[CH:17]=[C:16]([C:18](=[O:30])[NH:19][C:20]2[S:21][C:22]([C:25]([OH:27])=[O:26])=[CH:23][N:24]=2)[C:15]2[C:10](=[CH:11][CH:12]=[C:13]([CH3:31])[CH:14]=2)[N:9]=1. The catalyst class is: 20. (4) Reactant: [Cl:1][C:2]1[C:3]([N:27]([CH3:31])[CH2:28][CH2:29][CH3:30])=[CH:4][C:5]2[N:11]=[C:10]([C:12]3[CH:17]=[CH:16][CH:15]=[C:14]([N:18]4[C:22]([CH2:23]O)=[N:21][CH:20]=[N:19]4)[CH:13]=3)[CH2:9][C:8](=[O:25])[NH:7][C:6]=2[CH:26]=1.S(Cl)(Cl)=O.[Cl-].[CH:37]1([NH2:40])[CH2:39][CH2:38]1. Product: [Cl:1][C:2]1[C:3]([N:27]([CH3:31])[CH2:28][CH2:29][CH3:30])=[CH:4][C:5]2[N:11]=[C:10]([C:12]3[CH:17]=[CH:16][CH:15]=[C:14]([N:18]4[C:22]([CH2:23][NH:40][CH:37]5[CH2:39][CH2:38]5)=[N:21][CH:20]=[N:19]4)[CH:13]=3)[CH2:9][C:8](=[O:25])[NH:7][C:6]=2[CH:26]=1. The catalyst class is: 139. (5) Reactant: [H-].[Na+].[N:3]1([CH2:8][CH2:9][OH:10])[CH2:7][CH2:6][CH2:5][CH2:4]1.F[C:12]1[CH:17]=[CH:16][C:15]([C:18]([F:21])([F:20])[F:19])=[CH:14][C:13]=1[N+:22]([O-:24])=[O:23]. Product: [N+:22]([C:13]1[CH:14]=[C:15]([C:18]([F:19])([F:20])[F:21])[CH:16]=[CH:17][C:12]=1[O:10][CH2:9][CH2:8][N:3]1[CH2:7][CH2:6][CH2:5][CH2:4]1)([O-:24])=[O:23]. The catalyst class is: 1. (6) Reactant: [Br:1][C:2]1[CH:3]=[C:4]([CH:7]=[C:8](/[CH:11]=[CH:12]/[CH2:13][O:14][CH3:15])[C:9]=1[CH3:10])[CH:5]=O.[CH:16]1([NH2:19])[CH2:18][CH2:17]1.[O-]S([O-])(=O)=O.[Mg+2].[BH4-].[Na+]. Product: [Br:1][C:2]1[CH:3]=[C:4]([CH:7]=[C:8](/[CH:11]=[CH:12]/[CH2:13][O:14][CH3:15])[C:9]=1[CH3:10])[CH2:5][NH:19][CH:16]1[CH2:18][CH2:17]1. The catalyst class is: 61. (7) Reactant: [F:1][C:2]1[N:7]=[C:6]([C:8]2[N:9]([CH2:13][C:14]3[N:19]=[CH:18][N:17]=[C:16]([C:20](=O)[CH3:21])[C:15]=3[CH2:23][CH2:24][CH3:25])[CH:10]=[CH:11][N:12]=2)[CH:5]=[CH:4][CH:3]=1.C(O)=O.[CH:29]([NH2:31])=[O:30].[OH-].[Na+]. Product: [F:1][C:2]1[N:7]=[C:6]([C:8]2[N:9]([CH2:13][C:14]3[N:19]=[CH:18][N:17]=[C:16]([CH:20]([NH:31][CH:29]=[O:30])[CH3:21])[C:15]=3[CH2:23][CH2:24][CH3:25])[CH:10]=[CH:11][N:12]=2)[CH:5]=[CH:4][CH:3]=1. The catalyst class is: 6. (8) Reactant: O1CCCCC1[N:7]1[C:15]2[C:10](=[CH:11][C:12]([C:16]3[N:20]=[CH:19][N:18](C(C4C=CC=CC=4)(C4C=CC=CC=4)C4C=CC=CC=4)[N:17]=3)=[CH:13][CH:14]=2)[C:9]([C:40]2[CH:41]=[C:42]([NH2:46])[CH:43]=[CH:44][CH:45]=2)=[N:8]1.[CH3:47][O:48][C:49]1[CH:57]=[CH:56][C:52]([C:53](Cl)=[O:54])=[CH:51][CH:50]=1.O. Product: [NH:18]1[CH:19]=[N:20][C:16]([C:12]2[CH:11]=[C:10]3[C:15](=[CH:14][CH:13]=2)[NH:7][N:8]=[C:9]3[C:40]2[CH:41]=[C:42]([NH:46][C:53]([C:52]3[CH:56]=[CH:57][C:49]([O:48][CH3:47])=[CH:50][CH:51]=3)=[O:54])[CH:43]=[CH:44][CH:45]=2)=[N:17]1. The catalyst class is: 17.